Dataset: Forward reaction prediction with 1.9M reactions from USPTO patents (1976-2016). Task: Predict the product of the given reaction. (1) Given the reactants C([O:4][CH2:5][C:6]([CH3:45])([CH3:44])[CH2:7][N:8]1[C:14]2[CH:15]=[CH:16][C:17]([Cl:19])=[CH:18][C:13]=2[C@@H:12]([C:20]2[CH:25]=[CH:24][CH:23]=[C:22]([O:26][CH3:27])[C:21]=2[O:28][CH3:29])[O:11][C@H:10]([CH2:30][C:31]([NH:33][C:34]2[CH:38]=[CH:37][S:36][C:35]=2[C:39]([O:41]C)=[O:40])=[O:32])[C:9]1=[O:43])(=O)C.[OH-].[Na+].C(O)C, predict the reaction product. The product is: [Cl:19][C:17]1[CH:16]=[CH:15][C:14]2[N:8]([CH2:7][C:6]([CH3:45])([CH3:44])[CH2:5][OH:4])[C:9](=[O:43])[C@@H:10]([CH2:30][C:31]([NH:33][C:34]3[CH:38]=[CH:37][S:36][C:35]=3[C:39]([OH:41])=[O:40])=[O:32])[O:11][C@H:12]([C:20]3[CH:25]=[CH:24][CH:23]=[C:22]([O:26][CH3:27])[C:21]=3[O:28][CH3:29])[C:13]=2[CH:18]=1. (2) Given the reactants C[O:2][C:3](=[O:40])[C:4]1[CH:9]=[CH:8][C:7]([O:10][C:11]2[N:16]=[CH:15][C:14]([CH2:17][N:18]3[CH2:23][CH2:22][CH:21]([N:24]4[C@H:28]([C:29]5[CH:33]=[CH:32][S:31][CH:30]=5)[CH2:27][N:26]([CH:34]5[CH2:38][CH2:37][CH2:36][CH2:35]5)[C:25]4=[O:39])[CH2:20][CH2:19]3)=[CH:13][N:12]=2)=[CH:6][CH:5]=1, predict the reaction product. The product is: [CH:34]1([N:26]2[CH2:27][C@@H:28]([C:29]3[CH:33]=[CH:32][S:31][CH:30]=3)[N:24]([CH:21]3[CH2:20][CH2:19][N:18]([CH2:17][C:14]4[CH:15]=[N:16][C:11]([O:10][C:7]5[CH:6]=[CH:5][C:4]([C:3]([OH:40])=[O:2])=[CH:9][CH:8]=5)=[N:12][CH:13]=4)[CH2:23][CH2:22]3)[C:25]2=[O:39])[CH2:35][CH2:36][CH2:37][CH2:38]1.